This data is from Catalyst prediction with 721,799 reactions and 888 catalyst types from USPTO. The task is: Predict which catalyst facilitates the given reaction. (1) Reactant: [CH3:1][S:2](Cl)(=[O:4])=[O:3].[F:6][C:7]1[CH:12]=[CH:11][C:10]([C:13]2[O:32][C:16]3[CH:17]=[C:18]([N:26]([CH3:31])[S:27]([CH3:30])(=[O:29])=[O:28])[C:19]4[O:23][CH:22]([CH2:24][OH:25])[CH2:21][C:20]=4[C:15]=3[C:14]=2[C:33]([NH:35][CH3:36])=[O:34])=[CH:9][CH:8]=1.CCN(CC)CC. Product: [CH3:1][S:2]([O:25][CH2:24][CH:22]1[CH2:21][C:20]2[C:15]3[C:14]([C:33]([NH:35][CH3:36])=[O:34])=[C:13]([C:10]4[CH:11]=[CH:12][C:7]([F:6])=[CH:8][CH:9]=4)[O:32][C:16]=3[CH:17]=[C:18]([N:26]([CH3:31])[S:27]([CH3:30])(=[O:28])=[O:29])[C:19]=2[O:23]1)(=[O:4])=[O:3]. The catalyst class is: 2. (2) Reactant: [C:1]([C:3]1[CH:4]=[C:5]([NH:9][C:10]2[C:19]3[C:14](=[CH:15][C:16]([O:21][CH3:22])=[C:17]([NH2:20])[CH:18]=3)[N:13]=[CH:12][N:11]=2)[CH:6]=[CH:7][CH:8]=1)#[CH:2].C(=O)([O-])[O-].[Na+].[Na+].[O:29]1[C@H:34]2[CH2:35][N:36]([CH2:38]/[CH:39]=[CH:40]/[C:41](Cl)=[O:42])[CH2:37][C@H:33]2[O:32][CH2:31][CH2:30]1.O. Product: [C:1]([C:3]1[CH:4]=[C:5]([NH:9][C:10]2[C:19]3[C:14](=[CH:15][C:16]([O:21][CH3:22])=[C:17]([NH:20][C:41](=[O:42])/[CH:40]=[CH:39]/[CH2:38][N:36]4[CH2:37][C@H:33]5[O:32][CH2:31][CH2:30][O:29][C@H:34]5[CH2:35]4)[CH:18]=3)[N:13]=[CH:12][N:11]=2)[CH:6]=[CH:7][CH:8]=1)#[CH:2]. The catalyst class is: 76.